Dataset: Merck oncology drug combination screen with 23,052 pairs across 39 cell lines. Task: Regression. Given two drug SMILES strings and cell line genomic features, predict the synergy score measuring deviation from expected non-interaction effect. (1) Drug 1: CN1C(=O)C=CC2(C)C3CCC4(C)C(NC(=O)OCC(F)(F)F)CCC4C3CCC12. Drug 2: CC1CC2C3CCC4=CC(=O)C=CC4(C)C3(F)C(O)CC2(C)C1(O)C(=O)CO. Cell line: HCT116. Synergy scores: synergy=-4.01. (2) Drug 1: O=C(CCCCCCC(=O)Nc1ccccc1)NO. Drug 2: O=C(O)C1(Cc2cccc(Nc3nccs3)n2)CCC(Oc2cccc(Cl)c2F)CC1. Cell line: LOVO. Synergy scores: synergy=-0.519. (3) Drug 1: O=C(CCCCCCC(=O)Nc1ccccc1)NO. Drug 2: NC1CCCCC1N.O=C(O)C(=O)O.[Pt+2]. Cell line: MSTO. Synergy scores: synergy=35.4. (4) Drug 1: O=C(CCCCCCC(=O)Nc1ccccc1)NO. Drug 2: CCN(CC)CCNC(=O)c1c(C)[nH]c(C=C2C(=O)Nc3ccc(F)cc32)c1C. Cell line: ES2. Synergy scores: synergy=7.31. (5) Drug 1: CN(Cc1cnc2nc(N)nc(N)c2n1)c1ccc(C(=O)NC(CCC(=O)O)C(=O)O)cc1. Drug 2: NC1(c2ccc(-c3nc4ccn5c(=O)[nH]nc5c4cc3-c3ccccc3)cc2)CCC1. Cell line: MDAMB436. Synergy scores: synergy=0.403.